Dataset: Forward reaction prediction with 1.9M reactions from USPTO patents (1976-2016). Task: Predict the product of the given reaction. (1) The product is: [F:8][C:9]1[CH:35]=[C:34]([F:36])[CH:33]=[CH:32][C:10]=1[O:11][CH:12]1[CH2:13][CH2:14][N:15]([C:18]2[N:23]=[C:22]3[CH2:24][N:25]([C:47](=[O:48])[CH2:46][O:45][CH3:44])[CH2:26][CH2:27][C:21]3=[N:20][C:19]=2[NH:28][CH:29]([CH3:31])[CH3:30])[CH2:16][CH2:17]1.[C:2]([OH:3])([C:4]([F:7])([F:6])[F:5])=[O:1]. Given the reactants [OH:1][C:2]([C:4]([F:7])([F:6])[F:5])=[O:3].[F:8][C:9]1[CH:35]=[C:34]([F:36])[CH:33]=[CH:32][C:10]=1[O:11][CH:12]1[CH2:17][CH2:16][N:15]([C:18]2[N:23]=[C:22]3[CH2:24][NH:25][CH2:26][CH2:27][C:21]3=[N:20][C:19]=2[NH:28][CH:29]([CH3:31])[CH3:30])[CH2:14][CH2:13]1.C(N(CC)CC)C.[CH3:44][O:45][CH2:46][C:47](Cl)=[O:48], predict the reaction product. (2) The product is: [CH3:1][S:2]([O:36][CH2:35][C@@H:34]([NH:33][C:8]1[C:7]([F:6])=[CH:12][N:11]=[C:10]([C:13]2[C:21]3[C:16](=[N:17][CH:18]=[C:19]([F:22])[CH:20]=3)[N:15]([S:23]([C:26]3[CH:32]=[CH:31][C:29]([CH3:30])=[CH:28][CH:27]=3)(=[O:24])=[O:25])[CH:14]=2)[CH:9]=1)[C:37]([CH3:40])([CH3:39])[CH3:38])(=[O:4])=[O:3]. Given the reactants [CH3:1][S:2](Cl)(=[O:4])=[O:3].[F:6][C:7]1[C:8]([NH:33][C@@H:34]([C:37]([CH3:40])([CH3:39])[CH3:38])[CH2:35][OH:36])=[CH:9][C:10]([C:13]2[C:21]3[C:16](=[N:17][CH:18]=[C:19]([F:22])[CH:20]=3)[N:15]([S:23]([C:26]3[CH:32]=[CH:31][C:29]([CH3:30])=[CH:28][CH:27]=3)(=[O:25])=[O:24])[CH:14]=2)=[N:11][CH:12]=1.C(N(CC)CC)C, predict the reaction product. (3) Given the reactants [C:1]([O:5][C:6]([N:8]1[CH2:13][CH2:12][C:11]2[N:14]=[CH:15][S:16][C:10]=2[CH:9]1[C:17]1[CH:22]=[C:21](Br)[CH:20]=[CH:19][C:18]=1[O:24][CH2:25][C:26]([O:28][CH2:29][CH3:30])=[O:27])=[O:7])([CH3:4])([CH3:3])[CH3:2].[CH3:31][N:32](C)C(=O)C, predict the reaction product. The product is: [C:1]([O:5][C:6]([N:8]1[CH2:13][CH2:12][C:11]2[N:14]=[CH:15][S:16][C:10]=2[CH:9]1[C:17]1[CH:22]=[C:21]([C:31]#[N:32])[CH:20]=[CH:19][C:18]=1[O:24][CH2:25][C:26]([O:28][CH2:29][CH3:30])=[O:27])=[O:7])([CH3:4])([CH3:3])[CH3:2]. (4) Given the reactants [C:1]1([CH:7]([C:31]2[CH:36]=[CH:35][CH:34]=[CH:33][CH:32]=2)[N:8]2[C:16]3[C:11](=[CH:12][CH:13]=[CH:14][CH:15]=3)[C:10]([OH:29])([C:17]3[C:22]([O:23]COC)=[CH:21][N:20]=[C:19]([O:27][CH3:28])[CH:18]=3)[C:9]2=[O:30])[CH:6]=[CH:5][CH:4]=[CH:3][CH:2]=1.FC(F)(F)C(O)=O, predict the reaction product. The product is: [C:31]1([CH:7]([C:1]2[CH:2]=[CH:3][CH:4]=[CH:5][CH:6]=2)[N:8]2[C:16]3[C:11](=[CH:12][CH:13]=[CH:14][CH:15]=3)[C:10]([OH:29])([C:17]3[C:22]([OH:23])=[CH:21][N:20]=[C:19]([O:27][CH3:28])[CH:18]=3)[C:9]2=[O:30])[CH:32]=[CH:33][CH:34]=[CH:35][CH:36]=1. (5) Given the reactants [NH:1]1[CH2:6][CH2:5][CH2:4][CH2:3][C:2]1=O.C(=O)([O-])[O-:9].[K+].[K+].[CH3:14][O:15][CH2:16][CH2:17]Br, predict the reaction product. The product is: [CH3:14][O:15][CH2:16][CH2:17][N:1]1[CH2:6][CH2:5][C:4](=[O:9])[CH2:3][CH2:2]1. (6) Given the reactants [F:1][C:2]1[CH:7]=[CH:6][CH:5]=[C:4]([F:8])[C:3]=1[N:9]1[C:17]2[CH:16]=[CH:15][N:14]=[C:13]([O:18]C)[C:12]=2[C:11]([C:20]2[CH:25]=[CH:24][C:23]([CH2:26][C:27]#[N:28])=[CH:22][CH:21]=2)=[N:10]1.[I-].[Na+].Cl[Si](C)(C)C.C(=O)([O-])O.[Na+], predict the reaction product. The product is: [F:1][C:2]1[CH:7]=[CH:6][CH:5]=[C:4]([F:8])[C:3]=1[N:9]1[C:17]2[CH:16]=[CH:15][NH:14][C:13](=[O:18])[C:12]=2[C:11]([C:20]2[CH:25]=[CH:24][C:23]([CH2:26][C:27]#[N:28])=[CH:22][CH:21]=2)=[N:10]1. (7) The product is: [CH2:12]([N:1]1[C:7]2[CH:8]=[CH:9][CH:10]=[CH:11][C:6]=2[CH:5]=[CH:4][CH:3]=[CH:2]1)[CH3:13]. Given the reactants [NH:1]1[C:7]2[CH:8]=[CH:9][CH:10]=[CH:11][C:6]=2[CH:5]=[CH:4][CH:3]=[CH:2]1.[CH:12](=O)[CH3:13].C(O[BH-](OC(=O)C)OC(=O)C)(=O)C.[Na+].C(O)(=O)C, predict the reaction product. (8) Given the reactants COC(=O)[C:4]1[CH:9]=[CH:8][CH:7]=[C:6]([NH:10][C:11](=[O:38])[CH2:12][N:13]2[N:19]=[C:18]([CH:20]3C[CH2:24][CH2:23][CH2:22][CH2:21]3)[C:17]3[CH:26]=[CH:27][CH:28]=[CH:29][C:16]=3[N:15]([CH2:30][C:31](=[O:36])[C:32]([CH3:35])([CH3:34])[CH3:33])[C:14]2=[O:37])[CH:5]=1.C1(C2C3C=CC=CC=3N(CC(C3CCCC3)=O)C(=O)N(CC(O)=O)N=2)CCCCC1.NC1C=C(N(C)[C:78]2[N:79]=[N:80][N:81]([CH2:83][O:84][C:85](=[O:90])[C:86]([CH3:89])([CH3:88])[CH3:87])[N:82]=2)C=CC=1.C1(C2C3C=CC=CC=3N(CC(=O)C(C)(C)C)C(=O)N(CC(O)=O)N=2)CCCCC1.COC(=O)C1C=CC=C(N)C=1, predict the reaction product. The product is: [CH:20]1([C:18]2[C:17]3[CH:16]=[CH:29][CH:28]=[CH:27][C:26]=3[N:15]([CH2:30][C:31](=[O:36])[C:32]([CH3:33])([CH3:35])[CH3:34])[C:14](=[O:37])[N:13]([CH2:12][C:11]([NH:10][C:6]3[CH:5]=[C:4]([C:78]4[N:79]=[N:80][N:81]([CH2:83][O:84][C:85](=[O:90])[C:86]([CH3:88])([CH3:87])[CH3:89])[N:82]=4)[CH:9]=[CH:8][CH:7]=3)=[O:38])[N:19]=2)[CH2:24][CH2:23][CH2:22][CH2:21]1.